This data is from Reaction yield outcomes from USPTO patents with 853,638 reactions. The task is: Predict the reaction yield, written as a fraction of the theoretical maximum amount of product (1.0 means a 100% yield; for example, 0.34 means a 34% yield). (1) The reactants are [NH:1]1[C:5]2[CH:6]=[CH:7][CH:8]=[CH:9][C:4]=2[N:3]=[C:2]1[CH2:10][N:11]([CH:39]1[C:48]2[N:47]=[CH:46][CH:45]=[CH:44][C:43]=2[CH2:42][CH2:41][CH2:40]1)[CH2:12][CH2:13][CH2:14][C:15]1[N:16](C(C2C=CC=CC=2)(C2C=CC=CC=2)C2C=CC=CC=2)[CH:17]=[CH:18][N:19]=1.C([SiH](CC)CC)C.C(O)(C(F)(F)F)=O. The catalyst is C(Cl)Cl. The product is [NH:1]1[C:5]2[CH:6]=[CH:7][CH:8]=[CH:9][C:4]=2[N:3]=[C:2]1[CH2:10][N:11]([CH2:12][CH2:13][CH2:14][C:15]1[NH:16][CH:17]=[CH:18][N:19]=1)[CH:39]1[C:48]2[N:47]=[CH:46][CH:45]=[CH:44][C:43]=2[CH2:42][CH2:41][CH2:40]1. The yield is 0.690. (2) The reactants are [CH2:1]([N:5]1[C:10]2=[C:11]([CH3:14])[NH:12][CH:13]=[C:9]2[C:8](=[O:15])[N:7]([CH3:16])[C:6]1=[O:17])[CH:2]([CH3:4])[CH3:3].Cl[CH2:19][C:20]1[CH:25]=[CH:24][C:23]([O:26][CH3:27])=[CH:22][CH:21]=1.C(=O)([O-])[O-].[Cs+].[Cs+]. The catalyst is CN(C=O)C.O. The product is [CH2:1]([N:5]1[C:10]2=[C:11]([CH3:14])[N:12]([CH2:19][C:20]3[CH:25]=[CH:24][C:23]([O:26][CH3:27])=[CH:22][CH:21]=3)[CH:13]=[C:9]2[C:8](=[O:15])[N:7]([CH3:16])[C:6]1=[O:17])[CH:2]([CH3:4])[CH3:3]. The yield is 0.930. (3) The reactants are [CH3:1][O:2][C:3]1[CH:4]=[C:5]([S:9][CH:10]2[CH2:13][N:12]([C:14]([CH3:33])([CH3:32])[CH2:15][CH2:16][C:17]([C:26]3[CH:31]=[CH:30][CH:29]=[CH:28][CH:27]=3)([C:20]3[CH:25]=[CH:24][CH:23]=[CH:22][CH:21]=3)[C:18]#[N:19])[CH2:11]2)[CH:6]=[CH:7][CH:8]=1.[OH-:34].[K+]. The catalyst is CC(O)(CC)CC. The product is [CH3:1][O:2][C:3]1[CH:4]=[C:5]([S:9][CH:10]2[CH2:11][N:12]([C:14]([CH3:33])([CH3:32])[CH2:15][CH2:16][C:17]([C:26]3[CH:31]=[CH:30][CH:29]=[CH:28][CH:27]=3)([C:20]3[CH:21]=[CH:22][CH:23]=[CH:24][CH:25]=3)[C:18]([NH2:19])=[O:34])[CH2:13]2)[CH:6]=[CH:7][CH:8]=1. The yield is 0.960.